Dataset: Catalyst prediction with 721,799 reactions and 888 catalyst types from USPTO. Task: Predict which catalyst facilitates the given reaction. (1) Reactant: [Cl:1][C:2]1[C:3]([CH:13]=O)=[N:4][CH:5]=[C:6]([N:8]([CH3:12])[CH2:9][CH2:10][CH3:11])[N:7]=1.[CH2:15]([NH:22][CH2:23][C@@H:24]([OH:28])[CH2:25][O:26][CH3:27])[C:16]1[CH:21]=[CH:20][CH:19]=[CH:18][CH:17]=1.C(O[BH-](OC(=O)C)OC(=O)C)(=O)C.[Na+].C(=O)([O-])O.[Na+]. Product: [CH2:15]([N:22]([CH2:13][C:3]1[C:2]([Cl:1])=[N:7][C:6]([N:8]([CH3:12])[CH2:9][CH2:10][CH3:11])=[CH:5][N:4]=1)[CH2:23][C@@H:24]([OH:28])[CH2:25][O:26][CH3:27])[C:16]1[CH:21]=[CH:20][CH:19]=[CH:18][CH:17]=1. The catalyst class is: 477. (2) Reactant: [CH3:1][O:2][C:3]1[CH:4]=[C:5]([C:13]2[CH:18]=[CH:17][C:16]([NH:19][CH2:20][CH2:21][O:22][CH2:23][CH2:24][NH:25][C:26]3[CH:27]=[CH:28][C:29]([C:32]4[CH:37]=[C:36]([O:38][CH3:39])[C:35]([O:40][CH3:41])=[C:34]([O:42][CH3:43])[CH:33]=4)=[N:30][CH:31]=3)=[CH:15][N:14]=2)[CH:6]=[C:7]([O:11][CH3:12])[C:8]=1[O:9][CH3:10].[CH3:44][S:45]([OH:48])(=[O:47])=[O:46]. Product: [CH3:44][S:45]([OH:48])(=[O:47])=[O:46].[CH3:44][S:45]([OH:48])(=[O:47])=[O:46].[CH3:39][O:38][C:36]1[CH:37]=[C:32]([C:29]2[CH:28]=[CH:27][C:26]([NH:25][CH2:24][CH2:23][O:22][CH2:21][CH2:20][NH:19][C:16]3[CH:17]=[CH:18][C:13]([C:5]4[CH:6]=[C:7]([O:11][CH3:12])[C:8]([O:9][CH3:10])=[C:3]([O:2][CH3:1])[CH:4]=4)=[N:14][CH:15]=3)=[CH:31][N:30]=2)[CH:33]=[C:34]([O:42][CH3:43])[C:35]=1[O:40][CH3:41]. The catalyst class is: 8. (3) Reactant: Br[CH2:2][CH:3]1[CH2:8][CH2:7][N:6]([C:9]2[C:10]3[C:17]([C:18]4[CH:23]=[CH:22][CH:21]=[CH:20][CH:19]=4)=[CH:16][S:15][C:11]=3[N:12]=[CH:13][N:14]=2)[CH2:5][CH2:4]1.[CH3:24][N:25]1[CH2:29][CH2:28][CH2:27][CH:26]1[CH2:30][CH2:31][NH2:32].C(=O)([O-])[O-].[K+].[K+]. Product: [CH3:24][N:25]1[CH2:29][CH2:28][CH2:27][CH:26]1[CH2:30][CH2:31][NH:32][CH2:2][CH:3]1[CH2:8][CH2:7][N:6]([C:9]2[C:10]3[C:17]([C:18]4[CH:23]=[CH:22][CH:21]=[CH:20][CH:19]=4)=[CH:16][S:15][C:11]=3[N:12]=[CH:13][N:14]=2)[CH2:5][CH2:4]1. The catalyst class is: 291.